Dataset: Catalyst prediction with 721,799 reactions and 888 catalyst types from USPTO. Task: Predict which catalyst facilitates the given reaction. Reactant: [Br:1][C:2]1[CH:7]=[C:6]([F:8])[CH:5]=[CH:4][C:3]=1[C@H:9]1[C:14]([C:15]([O:17][CH2:18][CH3:19])=[O:16])=[C:13]([CH2:20]Br)[NH:12][C:11]([C:22]2[S:23][CH:24]=[CH:25][N:26]=2)=[N:10]1.[NH:27]1[CH2:32][CH2:31][O:30][CH2:29][CH2:28]1. Product: [Br:1][C:2]1[CH:7]=[C:6]([F:8])[CH:5]=[CH:4][C:3]=1[C@H:9]1[C:14]([C:15]([O:17][CH2:18][CH3:19])=[O:16])=[C:13]([CH2:20][N:27]2[CH2:32][CH2:31][O:30][CH2:29][CH2:28]2)[NH:12][C:11]([C:22]2[S:23][CH:24]=[CH:25][N:26]=2)=[N:10]1. The catalyst class is: 8.